From a dataset of Forward reaction prediction with 1.9M reactions from USPTO patents (1976-2016). Predict the product of the given reaction. Given the reactants [CH3:1][O:2][N:3]([CH3:26])[C:4]([C:6]1[CH:11]=[CH:10][CH:9]=[C:8]([F:12])[C:7]=1[C:13]1[CH2:18][CH2:17][N:16]([C:19]([O:21][C:22]([CH3:25])([CH3:24])[CH3:23])=[O:20])[CH2:15][CH:14]=1)=[O:5], predict the reaction product. The product is: [CH3:1][O:2][N:3]([CH3:26])[C:4]([C:6]1[CH:11]=[CH:10][CH:9]=[C:8]([F:12])[C:7]=1[CH:13]1[CH2:14][CH2:15][N:16]([C:19]([O:21][C:22]([CH3:24])([CH3:23])[CH3:25])=[O:20])[CH2:17][CH2:18]1)=[O:5].